From a dataset of Reaction yield outcomes from USPTO patents with 853,638 reactions. Predict the reaction yield, written as a fraction of the theoretical maximum amount of product (1.0 means a 100% yield; for example, 0.34 means a 34% yield). (1) The reactants are [H-].[Al+3].[Li+].[H-].[H-].[H-].[Cl:7][C:8]1[CH:9]=[CH:10][C:11]([C:30](OC)=[O:31])=[C:12]2[C:16]=1[N:15]=[C:14]1[CH:17]([C:22]3[CH:27]=[CH:26][C:25]([Cl:28])=[CH:24][C:23]=3[Cl:29])[O:18][CH2:19][CH2:20][CH2:21][N:13]21.O.O.O.O.O.O.O.O.O.O.S([O-])([O-])(=O)=O.[Na+].[Na+]. The yield is 1.00. The product is [Cl:7][C:8]1[C:16]2[N:15]=[C:14]3[CH:17]([C:22]4[CH:27]=[CH:26][C:25]([Cl:28])=[CH:24][C:23]=4[Cl:29])[O:18][CH2:19][CH2:20][CH2:21][N:13]3[C:12]=2[C:11]([CH2:30][OH:31])=[CH:10][CH:9]=1. The catalyst is O1CCCC1. (2) The reactants are [OH:1][C:2]1[CH:9]=[CH:8][C:5]([CH:6]=O)=[CH:4][CH:3]=1.[OH-].[Na+].[OH:12][C:13]1C=CC(CO)=C[CH:14]=1. The catalyst is O. The product is [OH:1][C:2]1[CH:9]=[CH:8][C:5]([CH:6]=[CH:14][CH2:13][OH:12])=[CH:4][CH:3]=1. The yield is 0.926. (3) The reactants are [CH:1]([N:4]1[C:8]([C:9]2[N:18]=[C:17]3[N:11]([CH2:12][CH2:13][O:14][C:15]4[CH:22]=[C:21](O)[N:20]=[CH:19][C:16]=43)[CH:10]=2)=[N:7][CH:6]=[N:5]1)([CH3:3])[CH3:2].[CH2:24]1[C@@H:28]([C:29]([NH2:31])=[O:30])[NH:27][CH2:26][C@H:25]1[F:32].Cl.CCN(C(C)C)C(C)C. No catalyst specified. The product is [F:32][C@@H:25]1[CH2:26][N:27]([C:21]2[N:20]=[CH:19][C:16]3[C:17]4[N:11]([CH:10]=[C:9]([C:8]5[N:4]([CH:1]([CH3:2])[CH3:3])[N:5]=[CH:6][N:7]=5)[N:18]=4)[CH2:12][CH2:13][O:14][C:15]=3[CH:22]=2)[C@H:28]([C:29]([NH2:31])=[O:30])[CH2:24]1. The yield is 0.220.